Dataset: Reaction yield outcomes from USPTO patents with 853,638 reactions. Task: Predict the reaction yield, written as a fraction of the theoretical maximum amount of product (1.0 means a 100% yield; for example, 0.34 means a 34% yield). (1) The reactants are [CH2:1]([C@H:8]([NH:42]C(=O)OC(C)(C)C)[CH2:9][C@H:10]([OH:41])[C@@H:11]([NH:19][C:20](=[O:40])[C@@H:21]([N:26]1[CH2:30][CH2:29][N:28]([CH2:31][C:32]2[CH:37]=[CH:36][CH:35]=[C:34]([CH3:38])[N:33]=2)[C:27]1=[O:39])[C:22]([CH3:25])([CH3:24])[CH3:23])[CH2:12][C:13]1[CH:18]=[CH:17][CH:16]=[CH:15][CH:14]=1)[C:2]1[CH:7]=[CH:6][CH:5]=[CH:4][CH:3]=1.FC(F)(F)C(O)=O.[CH3:57][O:58][C:59]([NH:61][C@@H:62]([C:66]([CH3:69])([CH3:68])[CH3:67])[C:63]([OH:65])=O)=[O:60].CCOP(ON1N=NC2C=CC=CC=2C1=O)(OCC)=O.C(N(CC)C(C)C)(C)C. The catalyst is ClCCl.C1COCC1. The product is [CH2:1]([C@H:8]([NH:42][C:63]([C@@H:62]([NH:61][C:59](=[O:60])[O:58][CH3:57])[C:66]([CH3:69])([CH3:68])[CH3:67])=[O:65])[CH2:9][C@H:10]([OH:41])[C@@H:11]([NH:19][C:20](=[O:40])[C@@H:21]([N:26]1[CH2:30][CH2:29][N:28]([CH2:31][C:32]2[CH:37]=[CH:36][CH:35]=[C:34]([CH3:38])[N:33]=2)[C:27]1=[O:39])[C:22]([CH3:25])([CH3:24])[CH3:23])[CH2:12][C:13]1[CH:18]=[CH:17][CH:16]=[CH:15][CH:14]=1)[C:2]1[CH:3]=[CH:4][CH:5]=[CH:6][CH:7]=1. The yield is 0.230. (2) The reactants are [CH3:1][O:2][C:3]([C:5]1[C:6]2[CH:7]=[N:8][N:9]([CH2:14][CH:15]([CH3:17])[CH3:16])[C:10]=2[CH:11]=[CH:12][CH:13]=1)=[O:4].[Cl:18]N1C(=O)CCC1=O.O. The catalyst is C(#N)C. The product is [CH3:1][O:2][C:3]([C:5]1[C:6]2[C:7]([Cl:18])=[N:8][N:9]([CH2:14][CH:15]([CH3:17])[CH3:16])[C:10]=2[CH:11]=[CH:12][CH:13]=1)=[O:4]. The yield is 1.00. (3) The reactants are C1(C[N:8]2[CH2:13][CH2:12][N:11](CC3C=CC=CC=3)[CH2:10][CH:9]2[C:21]2([OH:32])[CH2:24][N:23]([C:25]([O:27][C:28]([CH3:31])([CH3:30])[CH3:29])=[O:26])[CH2:22]2)C=CC=CC=1.[H][H]. The catalyst is CO.[Pd]. The product is [OH:32][C:21]1([CH:9]2[CH2:10][NH:11][CH2:12][CH2:13][NH:8]2)[CH2:22][N:23]([C:25]([O:27][C:28]([CH3:31])([CH3:30])[CH3:29])=[O:26])[CH2:24]1. The yield is 0.950. (4) The catalyst is C1COCC1.CCCCC. The reactants are I[C:2]1[CH:7]=[C:6]([O:8][CH3:9])[CH:5]=[C:4]([O:10][CH3:11])[CH:3]=1.[Li]C(C)(C)C.[C:17](OCC)(=[O:23])[C:18]([O:20][CH2:21][CH3:22])=[O:19]. The yield is 0.710. The product is [CH3:11][O:10][C:4]1[CH:3]=[C:2]([C:17](=[O:23])[C:18]([O:20][CH2:21][CH3:22])=[O:19])[CH:7]=[C:6]([O:8][CH3:9])[CH:5]=1. (5) The reactants are [H-].[Na+].[Cl:3][C:4]1[CH:9]=[C:8]([C:10]2[CH:15]=[N:14][CH:13]=[C:12]([CH3:16])[N:11]=2)[CH:7]=[CH:6][C:5]=1[C:17]1[C:28](=[O:29])[NH:27][C:20]2[N:21]=[C:22]([S:25][CH3:26])[N:23]=[CH:24][C:19]=2[CH:18]=1.Br[CH2:31][CH2:32][CH:33]=[CH2:34]. The catalyst is CN(C=O)C. The product is [CH2:34]([N:27]1[C:20]2[N:21]=[C:22]([S:25][CH3:26])[N:23]=[CH:24][C:19]=2[CH:18]=[C:17]([C:5]2[CH:6]=[CH:7][C:8]([C:10]3[CH:15]=[N:14][CH:13]=[C:12]([CH3:16])[N:11]=3)=[CH:9][C:4]=2[Cl:3])[C:28]1=[O:29])[CH2:33][CH:32]=[CH2:31]. The yield is 0.770.